Dataset: Retrosynthesis with 50K atom-mapped reactions and 10 reaction types from USPTO. Task: Predict the reactants needed to synthesize the given product. (1) Given the product CCOC(=O)COC1=C(C(=O)Nc2cc(Cl)cc(Cl)c2)SC2=NCCCN21, predict the reactants needed to synthesize it. The reactants are: CCOC(=O)CO.O=C(Nc1cc(Cl)cc(Cl)c1)C1=C(O)N2CCCN=C2S1. (2) Given the product CC(C)(C)c1nc2cc(N3CCN(c4ccccc4)CC3)c([N+](=O)[O-])cc2s1, predict the reactants needed to synthesize it. The reactants are: CC(C)(C)c1nc2cc(Cl)c([N+](=O)[O-])cc2s1.c1ccc(N2CCNCC2)cc1. (3) The reactants are: CC(C)(CO)CNC(=O)OC(C)(C)C.COC(=O)c1ccc(OCCF)cc1O. Given the product COC(=O)c1ccc(OCCF)cc1OCC(C)(C)CNC(=O)OC(C)(C)C, predict the reactants needed to synthesize it. (4) Given the product C[C@@H]1O[C@H](C)CN2c3c(cc(C(=O)NC4CCOC4=O)c(F)c3F)CC3(C(=O)NC(=O)NC3=O)[C@@H]12, predict the reactants needed to synthesize it. The reactants are: C[C@@H]1O[C@H](C)CN2c3c(cc(C(=O)O)c(F)c3F)CC3(C(=O)NC(=O)NC3=O)[C@@H]12.NC1CCOC1=O. (5) The reactants are: COc1cccc2c1CC[C@H]1[C@@H]2CCN1C(=O)CC1CCCC1. Given the product COc1cccc2c1CC[C@H]1[C@@H]2CCN1CCC1CCCC1, predict the reactants needed to synthesize it. (6) Given the product COc1ccc2c(c1)C=C(C(=O)N1C[C@H](C)N(C)[C@H](C)C1)Cn1c-2c(C2CCCCC2)c2ccc(C(=O)NS(=O)(=O)N(C)C)cc21, predict the reactants needed to synthesize it. The reactants are: C=O.COc1ccc2c(c1)C=C(C(=O)N1C[C@H](C)N[C@H](C)C1)Cn1c-2c(C2CCCCC2)c2ccc(C(=O)NS(=O)(=O)N(C)C)cc21. (7) Given the product CC(C)(C)c1cc(C(=O)Oc2ccccc2[N+](=O)[O-])cc(C(C)(C)C)c1O, predict the reactants needed to synthesize it. The reactants are: CC(C)(C)c1cc(C(=O)O)cc(C(C)(C)C)c1O.O=[N+]([O-])c1ccccc1O. (8) Given the product COc1cc(OC)c2c(=O)[nH]c(-c3ccc(OCC(N)=O)cc3)nc2c1, predict the reactants needed to synthesize it. The reactants are: COc1cc(N)c(C(N)=O)c(OC)c1.NC(=O)COc1ccc(C=O)cc1.